Dataset: Forward reaction prediction with 1.9M reactions from USPTO patents (1976-2016). Task: Predict the product of the given reaction. (1) Given the reactants Cl[C:2]1[N:7]=[C:6](Cl)[C:5]([CH3:9])=[CH:4][N:3]=1.[Cl:10][C:11]1[CH:17]=[CH:16][C:14]([NH2:15])=[CH:13][CH:12]=1.[CH3:18][C:19]1[CH:23]=[C:22]([CH3:24])[NH:21][N:20]=1, predict the reaction product. The product is: [Cl:10][C:11]1[CH:17]=[CH:16][C:14]([NH:15][C:6]2[C:5]([CH3:9])=[CH:4][N:3]=[C:2]([N:20]3[C:19]([CH3:18])=[CH:23][C:22]([CH3:24])=[N:21]3)[N:7]=2)=[CH:13][CH:12]=1. (2) Given the reactants [NH2:1][C:2]1[CH:9]=[C:8]([C:10]([F:13])([F:12])[F:11])[C:5]([C:6]#[N:7])=[CH:4][N:3]=1.[Br:14][C:15]1[CH:23]=[CH:22][C:18]([C:19](Cl)=[O:20])=[CH:17][CH:16]=1, predict the reaction product. The product is: [Br:14][C:15]1[CH:23]=[CH:22][C:18]([C:19]([NH:1][C:2]2[CH:9]=[C:8]([C:10]([F:11])([F:13])[F:12])[C:5]([C:6]#[N:7])=[CH:4][N:3]=2)=[O:20])=[CH:17][CH:16]=1. (3) Given the reactants CO[C:3](=[O:24])[C:4]1[CH:9]=[CH:8][C:7]([O:10][CH2:11][C:12]2[C:13]([C:18]3[CH:19]=[N:20][CH:21]=[CH:22][CH:23]=3)=[N:14][O:15][C:16]=2[CH3:17])=[N:6][CH:5]=1.COC(=O)C1C=CC(OC[C:36]2[C:37]([C:42]3[CH:47]=CC=C(F)C=3)=[N:38][O:39][C:40]=2C)=NC=1.NC1CCOCC1, predict the reaction product. The product is: [CH3:17][C:16]1[O:15][N:14]=[C:13]([C:18]2[CH:19]=[N:20][CH:21]=[CH:22][CH:23]=2)[C:12]=1[CH2:11][O:10][C:7]1[CH:8]=[CH:9][C:4]([C:3]([NH:38][CH:37]2[CH2:42][CH2:47][O:39][CH2:40][CH2:36]2)=[O:24])=[CH:5][N:6]=1. (4) Given the reactants [CH2:1]([C:4]([CH2:11][C:12]#[CH:13])(C(O)=O)[C:5]([OH:7])=[O:6])[C:2]#[CH:3].C(=O)=O, predict the reaction product. The product is: [CH2:1]([CH:4]([CH2:11][C:12]#[CH:13])[C:5]([OH:7])=[O:6])[C:2]#[CH:3]. (5) The product is: [N:24]([CH2:6][CH2:7][O:8][CH2:9][CH2:10][O:11][CH2:12][CH2:13][O:14][CH2:15][C:16]1[CH:21]=[CH:20][C:19]([O:22][CH3:23])=[CH:18][CH:17]=1)=[N+:25]=[N-:26]. Given the reactants CS(O[CH2:6][CH2:7][O:8][CH2:9][CH2:10][O:11][CH2:12][CH2:13][O:14][CH2:15][C:16]1[CH:21]=[CH:20][C:19]([O:22][CH3:23])=[CH:18][CH:17]=1)(=O)=O.[N-:24]=[N+:25]=[N-:26].[Na+], predict the reaction product. (6) Given the reactants [C:1]([O:5][C:6]([N:8]1[CH2:12][CH2:11][CH2:10][C:9]1([CH:15]([CH2:17][CH3:18])C)[CH2:13][OH:14])=[O:7])([CH3:4])([CH3:3])[CH3:2].[CH2:19](Cl)Cl, predict the reaction product. The product is: [C:1]([O:5][C:6]([N:8]1[CH2:12][CH2:11][CH2:10][C:9]1([CH2:15][CH2:17][CH2:18][CH3:19])[CH:13]=[O:14])=[O:7])([CH3:2])([CH3:3])[CH3:4]. (7) The product is: [F:1][C:2]1[CH:3]=[C:4]([CH:9]([OH:13])[C:10]([O:12][CH3:18])=[O:11])[CH:5]=[C:6]([F:8])[CH:7]=1. Given the reactants [F:1][C:2]1[CH:3]=[C:4]([CH:9]([OH:13])[C:10]([OH:12])=[O:11])[CH:5]=[C:6]([F:8])[CH:7]=1.B(O)(O)O.[CH3:18]O, predict the reaction product. (8) Given the reactants F[C:2]1[CH:7]=[C:6]([F:8])[CH:5]=[CH:4][C:3]=1[C:9]1[N:14]=[CH:13][N:12]=[C:11]([NH:15][C:16]2[CH:17]=[C:18]([CH:29]=[CH:30][CH:31]=2)[CH2:19][S:20](=[N:23]C(=O)OCC)([CH3:22])=[O:21])[N:10]=1.[Cl:32][C:33]1[CH:34]=[C:35]([CH2:39][OH:40])[CH:36]=[CH:37][CH:38]=1, predict the reaction product. The product is: [Cl:32][C:33]1[CH:34]=[C:35]([CH:36]=[CH:37][CH:38]=1)[CH2:39][O:40][C:2]1[CH:7]=[C:6]([F:8])[CH:5]=[CH:4][C:3]=1[C:9]1[N:14]=[CH:13][N:12]=[C:11]([NH:15][C:16]2[CH:31]=[CH:30][CH:29]=[C:18]([CH2:19][S:20]([CH3:22])(=[NH:23])=[O:21])[CH:17]=2)[N:10]=1.